This data is from CYP2D6 inhibition data for predicting drug metabolism from PubChem BioAssay. The task is: Regression/Classification. Given a drug SMILES string, predict its absorption, distribution, metabolism, or excretion properties. Task type varies by dataset: regression for continuous measurements (e.g., permeability, clearance, half-life) or binary classification for categorical outcomes (e.g., BBB penetration, CYP inhibition). Dataset: cyp2d6_veith. (1) The compound is O=C(CCCCCN1C(=O)c2ccccc2C1=O)NCc1ccccn1. The result is 0 (non-inhibitor). (2) The molecule is Cc1cccc(CNc2ccnc(-c3ccccc3Cl)n2)c1. The result is 1 (inhibitor). (3) The drug is COc1cccc([C@H](O)Cn2cc(-c3ccc(CON=C(C)C)cc3)nn2)c1. The result is 0 (non-inhibitor). (4) The molecule is CC(C)(C)C(=O)OCOC(=O)[C@@H]1N2C(=O)[C@@H](NC(=O)[C@@H](N)c3ccccc3)[C@H]2SC1(C)C. The result is 0 (non-inhibitor). (5) The molecule is Cc1ccc(C(=O)NCc2ccc(N3CCN(C(=O)OC(C)(C)C)CC3)cc2)cc1. The result is 0 (non-inhibitor).